This data is from NCI-60 drug combinations with 297,098 pairs across 59 cell lines. The task is: Regression. Given two drug SMILES strings and cell line genomic features, predict the synergy score measuring deviation from expected non-interaction effect. (1) Drug 1: CC1OCC2C(O1)C(C(C(O2)OC3C4COC(=O)C4C(C5=CC6=C(C=C35)OCO6)C7=CC(=C(C(=C7)OC)O)OC)O)O. Drug 2: C(CCl)NC(=O)N(CCCl)N=O. Cell line: NCI-H522. Synergy scores: CSS=28.4, Synergy_ZIP=-6.96, Synergy_Bliss=2.39, Synergy_Loewe=-4.04, Synergy_HSA=2.66. (2) Drug 1: CCCS(=O)(=O)NC1=C(C(=C(C=C1)F)C(=O)C2=CNC3=C2C=C(C=N3)C4=CC=C(C=C4)Cl)F. Drug 2: CCN(CC)CCNC(=O)C1=C(NC(=C1C)C=C2C3=C(C=CC(=C3)F)NC2=O)C. Cell line: HS 578T. Synergy scores: CSS=-2.53, Synergy_ZIP=4.38, Synergy_Bliss=4.47, Synergy_Loewe=-3.44, Synergy_HSA=-2.54. (3) Drug 1: CCN(CC)CCCC(C)NC1=C2C=C(C=CC2=NC3=C1C=CC(=C3)Cl)OC. Drug 2: B(C(CC(C)C)NC(=O)C(CC1=CC=CC=C1)NC(=O)C2=NC=CN=C2)(O)O. Cell line: NCIH23. Synergy scores: CSS=72.4, Synergy_ZIP=-6.06, Synergy_Bliss=-4.48, Synergy_Loewe=-8.77, Synergy_HSA=-7.31.